Dataset: Antibody developability classification from SAbDab with 2,409 antibodies. Task: Regression/Classification. Given an antibody's heavy chain and light chain sequences, predict its developability. TAP uses regression for 5 developability metrics; SAbDab uses binary classification. The antibody is ['QVQLQQSGAELVKPGASVKLSCTPSGFNIKDIYMQWVKQRPEQGLEWIGRIDPANDKTKYDPKFQGKATITADTSSNTAYLQLSSLTSEDTAVYYCASEGHYGYDGYAMDYWGQGTTVTVSS', 'DIEMTQSPSSLGVSVGEKVTMSCKSSQNLLYSSNQKNYLAWYQQKPGQSPKLLIYWASTRESGVPDRFTGTGSGTDFTLTISSVKAEDLAVYYCQQYYSYPLTFGAGTKLELK']. Result: 1 (developable).